Task: Predict the product of the given reaction.. Dataset: Forward reaction prediction with 1.9M reactions from USPTO patents (1976-2016) (1) The product is: [CH:1](/[NH:4][C:5](=[O:11])[O:6][C:7]([CH3:10])([CH3:9])[CH3:8])=[CH:2]\[CH3:3]. Given the reactants [CH2:1]([NH:4][C:5](=[O:11])[O:6][C:7]([CH3:10])([CH3:9])[CH3:8])[CH:2]=[CH2:3].C(N(CC)CC)C, predict the reaction product. (2) Given the reactants [Cl:1][C:2]1[CH:7]=[C:6]([Cl:8])[CH:5]=[CH:4][C:3]=1[CH:9]([C:14]([O:16]C)=O)[C:10]([O:12]C)=O.[NH2:18][C:19]1[C:23]([C:24]([O:26][CH3:27])=[O:25])=[CH:22][NH:21][N:20]=1.C(N(CCCC)CCCC)CCC, predict the reaction product. The product is: [Cl:1][C:2]1[CH:7]=[C:6]([Cl:8])[CH:5]=[CH:4][C:3]=1[C:9]1[C:10]([OH:12])=[N:18][C:19]2[N:20]([N:21]=[CH:22][C:23]=2[C:24]([O:26][CH3:27])=[O:25])[C:14]=1[OH:16]. (3) Given the reactants [F:1][C:2]([F:12])([F:11])[CH2:3][O:4][CH2:5][C@@H:6]1[CH2:10][CH2:9][CH2:8][NH:7]1.[Br:13][C:14]1[CH:15]=[N:16][CH:17]=[C:18]([CH2:20]Cl)[CH:19]=1.[H-].[Na+], predict the reaction product. The product is: [Br:13][C:14]1[CH:15]=[N:16][CH:17]=[C:18]([CH2:20][N:7]2[CH2:8][CH2:9][CH2:10][C@H:6]2[CH2:5][O:4][CH2:3][C:2]([F:1])([F:11])[F:12])[CH:19]=1. (4) Given the reactants [C:1]([C:3]1[CH:4]=[C:5]([CH:9]=[C:10]([F:12])[CH:11]=1)[C:6]([OH:8])=[O:7])#[N:2].[CH3:13][Si](C=[N+]=[N-])(C)C, predict the reaction product. The product is: [C:1]([C:3]1[CH:4]=[C:5]([CH:9]=[C:10]([F:12])[CH:11]=1)[C:6]([O:8][CH3:13])=[O:7])#[N:2]. (5) Given the reactants Cl[C:2]1[C:7]([C:8]([F:11])([F:10])[F:9])=[CH:6][N:5]=[C:4]([NH:12][C:13]2[CH:27]=[CH:26][C:16]([CH2:17][P:18](=[O:25])([O:22][CH2:23][CH3:24])[O:19][CH2:20][CH3:21])=[CH:15][CH:14]=2)[N:3]=1.[NH2:28][C:29]1[CH:30]=[CH:31][CH:32]=[C:33]2[C:38]=1[C:37](=[O:39])[N:36]([CH3:40])[CH:35]=[CH:34]2, predict the reaction product. The product is: [CH3:40][N:36]1[CH:35]=[CH:34][C:33]2[C:38](=[C:29]([NH:28][C:2]3[C:7]([C:8]([F:11])([F:10])[F:9])=[CH:6][N:5]=[C:4]([NH:12][C:13]4[CH:14]=[CH:15][C:16]([CH2:17][P:18](=[O:25])([O:22][CH2:23][CH3:24])[O:19][CH2:20][CH3:21])=[CH:26][CH:27]=4)[N:3]=3)[CH:30]=[CH:31][CH:32]=2)[C:37]1=[O:39].